This data is from Full USPTO retrosynthesis dataset with 1.9M reactions from patents (1976-2016). The task is: Predict the reactants needed to synthesize the given product. (1) The reactants are: [CH2:1]([C:3]1[CH:4]=[CH:5][C:6]([CH:9]=[CH2:10])=[N:7][CH:8]=1)[CH3:2].C1C(=O)N(Br)C(=[O:14])C1.[K].[OH:20][C:21]1[CH:28]=[CH:27][C:24]([CH:25]=[O:26])=[CH:23][CH:22]=1. Given the product [CH2:1]([C:3]1[CH:4]=[CH:5][C:6]([CH:9]([OH:14])[CH2:10][O:20][C:21]2[CH:28]=[CH:27][C:24]([CH:25]=[O:26])=[CH:23][CH:22]=2)=[N:7][CH:8]=1)[CH3:2], predict the reactants needed to synthesize it. (2) Given the product [F:1][CH:2]([F:13])[C:3]1[C:4]([CH3:12])=[C:5]([NH2:9])[CH:6]=[CH:7][CH:8]=1, predict the reactants needed to synthesize it. The reactants are: [F:1][CH:2]([F:13])[C:3]1[C:4]([CH3:12])=[C:5]([N+:9]([O-])=O)[CH:6]=[CH:7][CH:8]=1.[H][H]. (3) Given the product [CH3:12][N:13]1[CH2:2][C:3]2[N:4]=[CH:5][S:6][C:7]=2[CH2:8][N:14]1[CH3:15], predict the reactants needed to synthesize it. The reactants are: Br[CH2:2][C:3]1[N:4]=[CH:5][S:6][C:7]=1[CH2:8]Br.Cl.Cl.[CH3:12][NH:13][NH:14][CH3:15].C(N(CC)CC)C. (4) Given the product [CH3:18][O:17][C:19]1[CH:26]=[C:25]([O:27][CH3:28])[CH:24]=[CH:23][C:20]=1[CH2:16][N:2]1[CH:3]=[CH:4][C:5]2[C:6](=[CH:9][CH:10]=[C:11]([N+:13]([O-:15])=[O:14])[CH:12]=2)[C:7]1=[NH:8], predict the reactants needed to synthesize it. The reactants are: C[N:2]([CH3:16])/[CH:3]=[CH:4]/[C:5]1[CH:12]=[C:11]([N+:13]([O-:15])=[O:14])[CH:10]=[CH:9][C:6]=1[C:7]#[N:8].[O:17]([C:19]1[CH:26]=[C:25]([O:27][CH3:28])[CH:24]=[CH:23][C:20]=1CN)[CH3:18]. (5) Given the product [C:1]([O:5][C:6]([NH:7][CH2:8][C:9]1[CH:10]=[C:11]([CH2:15][C@H:16]([O:32][CH:33]([CH3:35])[CH3:34])[C:17]([OH:18])=[O:37])[CH:12]=[CH:13][CH:14]=1)=[O:36])([CH3:2])([CH3:3])[CH3:4], predict the reactants needed to synthesize it. The reactants are: [C:1]([O:5][C:6](=[O:36])[NH:7][CH2:8][C:9]1[CH:14]=[CH:13][CH:12]=[C:11]([CH2:15][C@H:16]([O:32][CH:33]([CH3:35])[CH3:34])[C:17](N2[C@@H](CC3C=CC=CC=3)COC2=O)=[O:18])[CH:10]=1)([CH3:4])([CH3:3])[CH3:2].[OH:37]O.[OH-].[Li+].O.